This data is from Forward reaction prediction with 1.9M reactions from USPTO patents (1976-2016). The task is: Predict the product of the given reaction. (1) Given the reactants [CH3:1][C:2]1[CH:7]=[CH:6][C:5]([C:8]2[O:12][N:11]=[CH:10][N:9]=2)=[CH:4][CH:3]=1.CC1C=CC(C2[O:21]C=CN=2)=CC=1, predict the reaction product. The product is: [O:12]1[C:8]([C:5]2[CH:4]=[CH:3][C:2]([CH:1]=[O:21])=[CH:7][CH:6]=2)=[N:9][CH:10]=[N:11]1. (2) Given the reactants [C:1]([C:9]1[C:10](=[O:20])[N:11]([CH3:19])[C:12](=[O:18])[N:13]([CH3:17])[C:14]=1[CH2:15]Br)(=O)[C:2]1[CH:7]=[CH:6][CH:5]=[CH:4][CH:3]=1.Cl.[NH2:22][CH2:23][CH2:24][CH2:25][C:26]([O:28][CH2:29][CH3:30])=[O:27].C(N(CC)CC)C, predict the reaction product. The product is: [CH2:29]([O:28][C:26](=[O:27])[CH2:25][CH2:24][CH2:23][N:22]1[C:1]([C:2]2[CH:7]=[CH:6][CH:5]=[CH:4][CH:3]=2)=[C:9]2[C:14]([N:13]([CH3:17])[C:12](=[O:18])[N:11]([CH3:19])[C:10]2=[O:20])=[CH:15]1)[CH3:30]. (3) The product is: [Br:17][C:18]1[N:22]2[N:23]=[C:24]([N:27]3[CH2:28][CH2:29][N:30]([C:10](=[O:16])[S:11][CH:12]([CH3:14])[CH3:13])[CH2:31][CH2:32]3)[CH:25]=[CH:26][C:21]2=[N:20][CH:19]=1. Given the reactants CCN(C(C)C)C(C)C.[C:10](=[O:16])(Cl)[S:11][CH:12]([CH3:14])[CH3:13].[Br:17][C:18]1[N:22]2[N:23]=[C:24]([N:27]3[CH2:32][CH2:31][NH:30][CH2:29][CH2:28]3)[CH:25]=[CH:26][C:21]2=[N:20][CH:19]=1, predict the reaction product.